Dataset: Full USPTO retrosynthesis dataset with 1.9M reactions from patents (1976-2016). Task: Predict the reactants needed to synthesize the given product. (1) Given the product [CH:30]([NH:33][C:2]([C:3]1[CH:4]=[CH:5][C:6]2[O:10][C:9]3[CH:11]=[C:12]([S:15]([NH:18][C@@H:19]([CH:24]([CH3:25])[CH3:26])[C:20]([O:22][CH3:23])=[O:21])(=[O:17])=[O:16])[CH:13]=[CH:14][C:8]=3[C:7]=2[CH:27]=1)=[NH:1])([CH3:32])[CH3:31], predict the reactants needed to synthesize it. The reactants are: [NH:1]=[C:2](OC)[C:3]1[CH:4]=[CH:5][C:6]2[O:10][C:9]3[CH:11]=[C:12]([S:15]([NH:18][C@@H:19]([CH:24]([CH3:26])[CH3:25])[C:20]([O:22][CH3:23])=[O:21])(=[O:17])=[O:16])[CH:13]=[CH:14][C:8]=3[C:7]=2[CH:27]=1.[CH:30]([NH2:33])([CH3:32])[CH3:31]. (2) Given the product [Cl:5][C:6]1[CH:7]=[CH:8][C:9]([C:12]2[N:22]([C:24]3[CH:25]=[N:26][CH:27]=[CH:28][CH:29]=3)[N:23]=[C:14]([C:15]([O:17][CH2:18][CH3:19])=[O:16])[CH:13]=2)=[N:10][CH:11]=1, predict the reactants needed to synthesize it. The reactants are: C(O)(=O)C.[Cl:5][C:6]1[CH:7]=[CH:8][C:9]([C:12](=O)[CH2:13][C:14](=O)[C:15]([O:17][CH2:18][CH3:19])=[O:16])=[N:10][CH:11]=1.[NH:22]([C:24]1[CH:25]=[N:26][CH:27]=[CH:28][CH:29]=1)[NH2:23].O. (3) Given the product [CH2:1]([C:5]1[CH:14]=[CH:13][C:8]2[N:9]([CH:16]([CH2:21][CH3:22])[C:17]([OH:19])=[O:18])[C:10](=[N:12][C:36](=[O:38])[C:35]3[CH:41]=[CH:42][C:25]([CH3:26])=[CH:24][CH:23]=3)[S:11][C:7]=2[CH:6]=1)[CH2:2][CH2:3][CH3:4], predict the reactants needed to synthesize it. The reactants are: [CH2:1]([C:5]1[CH:14]=[CH:13][C:8]2[N:9]=[C:10]([NH2:12])[S:11][C:7]=2[CH:6]=1)[CH2:2][CH2:3][CH3:4].Br[CH:16]([CH2:21][CH3:22])[C:17]([O:19]C)=[O:18].[CH3:23][C:24]1C=CC2N=C(N)S[C:26]=2[CH:25]=1.Br[CH:35]([CH2:41][CH3:42])[C:36]([O:38]CC)=O. (4) The reactants are: [C:1]([O:4][C@H:5]1[CH2:10][CH2:9][C@@H:8]([C:11]2[N:15]3[CH:16]=[CH:17][N:18]=[C:19](Cl)[C:14]3=[CH:13][N:12]=2)[CH2:7][CH2:6]1)(=[O:3])[CH3:2].[C:21](=O)([O-])[O-].[K+].[K+].CB1OB(C)OB(C)O1.ClCCl. Given the product [C:1]([O:4][C@H:5]1[CH2:10][CH2:9][C@@H:8]([C:11]2[N:15]3[CH:16]=[CH:17][N:18]=[C:19]([CH3:21])[C:14]3=[CH:13][N:12]=2)[CH2:7][CH2:6]1)(=[O:3])[CH3:2], predict the reactants needed to synthesize it. (5) Given the product [S:30]1[CH:34]=[CH:33][CH:32]=[C:31]1[C:2]1[C:3]([NH:16][CH:17]2[CH2:22][CH2:21][N:20]([CH2:23][C:24]3[CH:29]=[CH:28][CH:27]=[CH:26][CH:25]=3)[CH2:19][CH2:18]2)=[N:4][C:5]([NH:8][CH2:9][C:10]2[CH:15]=[CH:14][CH:13]=[CH:12][N:11]=2)=[N:6][CH:7]=1, predict the reactants needed to synthesize it. The reactants are: Br[C:2]1[C:3]([NH:16][CH:17]2[CH2:22][CH2:21][N:20]([CH2:23][C:24]3[CH:29]=[CH:28][CH:27]=[CH:26][CH:25]=3)[CH2:19][CH2:18]2)=[N:4][C:5]([NH:8][CH2:9][C:10]2[CH:15]=[CH:14][CH:13]=[CH:12][N:11]=2)=[N:6][CH:7]=1.[S:30]1[CH:34]=[CH:33][CH:32]=[C:31]1B(O)O. (6) Given the product [F:42][C:41]([F:44])([F:43])[S:38]([O:1][C:2]1[CH:3]=[CH:4][C:5]([C:13]([N:15]2[CH2:16][C@H:17]([O:22][C:23]3[C:28]([CH3:29])=[C:27]([C:30]#[N:31])[CH:26]=[CH:25][N:24]=3)[CH2:18][CH2:19][C@H:20]2[CH3:21])=[O:14])=[C:6]([N:8]2[N:9]=[CH:10][CH:11]=[N:12]2)[N:7]=1)(=[O:40])=[O:39], predict the reactants needed to synthesize it. The reactants are: [OH:1][C:2]1[N:7]=[C:6]([N:8]2[N:12]=[CH:11][CH:10]=[N:9]2)[C:5]([C:13]([N:15]2[C@H:20]([CH3:21])[CH2:19][CH2:18][C@@H:17]([O:22][C:23]3[C:28]([CH3:29])=[C:27]([C:30]#[N:31])[CH:26]=[CH:25][N:24]=3)[CH2:16]2)=[O:14])=[CH:4][CH:3]=1.N1C=CC=CC=1.[S:38](O[S:38]([C:41]([F:44])([F:43])[F:42])(=[O:40])=[O:39])([C:41]([F:44])([F:43])[F:42])(=[O:40])=[O:39].